This data is from NCI-60 drug combinations with 297,098 pairs across 59 cell lines. The task is: Regression. Given two drug SMILES strings and cell line genomic features, predict the synergy score measuring deviation from expected non-interaction effect. (1) Drug 1: CCC1=CC2CC(C3=C(CN(C2)C1)C4=CC=CC=C4N3)(C5=C(C=C6C(=C5)C78CCN9C7C(C=CC9)(C(C(C8N6C)(C(=O)OC)O)OC(=O)C)CC)OC)C(=O)OC.C(C(C(=O)O)O)(C(=O)O)O. Drug 2: CN(CCCl)CCCl.Cl. Cell line: PC-3. Synergy scores: CSS=38.2, Synergy_ZIP=-6.41, Synergy_Bliss=-1.74, Synergy_Loewe=-11.7, Synergy_HSA=-1.08. (2) Drug 1: CC(CN1CC(=O)NC(=O)C1)N2CC(=O)NC(=O)C2. Drug 2: CC1C(C(CC(O1)OC2CC(CC3=C2C(=C4C(=C3O)C(=O)C5=C(C4=O)C(=CC=C5)OC)O)(C(=O)CO)O)N)O.Cl. Cell line: SF-295. Synergy scores: CSS=45.1, Synergy_ZIP=-4.58, Synergy_Bliss=-5.66, Synergy_Loewe=-2.68, Synergy_HSA=-1.15. (3) Drug 1: CN(C)C(=N)N=C(N)N. Drug 2: CN1C=C(C=N1)C2=C3N=C(C(=C(N3N=C2)N)Br)C4CCCNC4. Cell line: HCT116. Synergy scores: CSS=12.2, Synergy_ZIP=-2.25, Synergy_Bliss=-0.988, Synergy_Loewe=-47.7, Synergy_HSA=-0.477. (4) Drug 1: CC1=C(C=C(C=C1)NC(=O)C2=CC=C(C=C2)CN3CCN(CC3)C)NC4=NC=CC(=N4)C5=CN=CC=C5. Drug 2: C1CN1C2=NC(=NC(=N2)N3CC3)N4CC4. Cell line: SK-MEL-2. Synergy scores: CSS=14.1, Synergy_ZIP=13.1, Synergy_Bliss=11.9, Synergy_Loewe=-18.0, Synergy_HSA=-2.34. (5) Drug 1: C1=CC(=CC=C1C#N)C(C2=CC=C(C=C2)C#N)N3C=NC=N3. Drug 2: C1=NC2=C(N=C(N=C2N1C3C(C(C(O3)CO)O)F)Cl)N. Cell line: UACC-257. Synergy scores: CSS=-1.88, Synergy_ZIP=6.63, Synergy_Bliss=-0.0296, Synergy_Loewe=-2.60, Synergy_HSA=-2.29. (6) Drug 1: CC12CCC3C(C1CCC2=O)CC(=C)C4=CC(=O)C=CC34C. Drug 2: C1=CC(=CC=C1CCC2=CNC3=C2C(=O)NC(=N3)N)C(=O)NC(CCC(=O)O)C(=O)O. Cell line: HL-60(TB). Synergy scores: CSS=69.4, Synergy_ZIP=5.52, Synergy_Bliss=1.22, Synergy_Loewe=-7.45, Synergy_HSA=1.97.